This data is from Full USPTO retrosynthesis dataset with 1.9M reactions from patents (1976-2016). The task is: Predict the reactants needed to synthesize the given product. (1) Given the product [Cl:15][CH:6]([C:1](=[O:5])[CH:2]([CH3:4])[CH3:3])[C:7]([O:9][CH2:10][CH3:11])=[O:8], predict the reactants needed to synthesize it. The reactants are: [C:1]([CH2:6][C:7]([O:9][CH2:10][CH3:11])=[O:8])(=[O:5])[CH:2]([CH3:4])[CH3:3].S(Cl)([Cl:15])(=O)=O. (2) Given the product [C:1]([C:3]1[C:4]([NH:19][C:20]2[CH:21]=[C:22]3[C:26](=[CH:27][CH:28]=2)[NH:25][CH:24]=[CH:23]3)=[C:5]2[CH:11]=[C:10]([CH2:12][CH2:13][C:14]([OH:16])=[O:15])[S:9][C:6]2=[N:7][CH:8]=1)#[N:2], predict the reactants needed to synthesize it. The reactants are: [C:1]([C:3]1[C:4]([NH:19][C:20]2[CH:21]=[C:22]3[C:26](=[CH:27][CH:28]=2)[NH:25][CH:24]=[CH:23]3)=[C:5]2[CH:11]=[C:10]([CH2:12][CH2:13][C:14]([O:16]CC)=[O:15])[S:9][C:6]2=[N:7][CH:8]=1)#[N:2].[OH-].[Na+]. (3) Given the product [Br:1][C:2]1[C:7]2[C:8]([CH2:11][NH:16][S:13]([NH2:17])(=[O:15])=[O:14])=[CH:9][S:10][C:6]=2[CH:5]=[CH:4][CH:3]=1, predict the reactants needed to synthesize it. The reactants are: [Br:1][C:2]1[C:7]2[C:8]([CH:11]=O)=[CH:9][S:10][C:6]=2[CH:5]=[CH:4][CH:3]=1.[S:13]([NH2:17])([NH2:16])(=[O:15])=[O:14].[BH4-].[Na+].O.